Dataset: Forward reaction prediction with 1.9M reactions from USPTO patents (1976-2016). Task: Predict the product of the given reaction. The product is: [CH:1]1([C:7]2[C:8]3[CH:30]=[CH:29][CH:28]=[CH:27][C:9]=3[N:10]([CH2:19][C:20]([CH:22]3[CH2:23][CH2:24][CH2:25][CH2:26]3)=[O:21])[C:11](=[O:18])[N:12]([CH2:14][C:15]([NH:36][C:37]3[CH:42]=[CH:41][CH:40]=[C:39]([C:43]4[NH:47][C:46](=[O:48])[O:45][N:44]=4)[CH:38]=3)=[O:16])[N:13]=2)[CH2:2][CH2:3][CH2:4][CH2:5][CH2:6]1. Given the reactants [CH:1]1([C:7]2[C:8]3[CH:30]=[CH:29][CH:28]=[CH:27][C:9]=3[N:10]([CH2:19][C:20]([CH:22]3[CH2:26][CH2:25][CH2:24][CH2:23]3)=[O:21])[C:11](=[O:18])[N:12]([CH2:14][C:15](O)=[O:16])[N:13]=2)[CH2:6][CH2:5][CH2:4][CH2:3][CH2:2]1.O=S(Cl)Cl.Cl.[NH2:36][C:37]1[CH:38]=[C:39]([C:43]2[NH:47][C:46](=[O:48])[O:45][N:44]=2)[CH:40]=[CH:41][CH:42]=1.CCN(C(C)C)C(C)C, predict the reaction product.